From a dataset of Full USPTO retrosynthesis dataset with 1.9M reactions from patents (1976-2016). Predict the reactants needed to synthesize the given product. Given the product [Cl:1][C:2]1[CH:11]=[C:10]([CH:12]([NH2:31])[CH3:13])[C:9]([N:15]2[CH2:16][CH2:17][N:18]([CH2:21][CH2:22][O:23][CH3:24])[CH2:19][CH2:20]2)=[C:8]2[C:3]=1[CH:4]=[CH:5][CH:6]=[N:7]2, predict the reactants needed to synthesize it. The reactants are: [Cl:1][C:2]1[CH:11]=[C:10]([C:12](=O)[CH3:13])[C:9]([N:15]2[CH2:20][CH2:19][N:18]([CH2:21][CH2:22][O:23][CH3:24])[CH2:17][CH2:16]2)=[C:8]2[C:3]=1[CH:4]=[CH:5][CH:6]=[N:7]2.C([O-])(=O)C.[NH4+].C([BH3-])#[N:31].[Na+].